Dataset: Reaction yield outcomes from USPTO patents with 853,638 reactions. Task: Predict the reaction yield, written as a fraction of the theoretical maximum amount of product (1.0 means a 100% yield; for example, 0.34 means a 34% yield). (1) The reactants are C([O:4][CH2:5][C:6]1[C:7]([N:27]2[N:36]=[CH:35][C:34]3[C:29](=[C:30]([F:41])[CH:31]=[C:32]([C:37]([CH3:40])([CH3:39])[CH3:38])[CH:33]=3)[C:28]2=[O:42])=[N:8][CH:9]=[CH:10][C:11]=1[C:12]1[CH:17]=[C:16]([NH:18][C:19]2[O:20][C:21]([CH3:24])=[CH:22][N:23]=2)[C:15](=[O:25])[N:14]([CH3:26])[CH:13]=1)(=O)C.[OH-].[Li+]. The catalyst is C(O)(C)C.C1COCC1.O. The product is [C:37]([C:32]1[CH:33]=[C:34]2[C:29](=[C:30]([F:41])[CH:31]=1)[C:28](=[O:42])[N:27]([C:7]1[C:6]([CH2:5][OH:4])=[C:11]([C:12]3[CH:17]=[C:16]([NH:18][C:19]4[O:20][C:21]([CH3:24])=[CH:22][N:23]=4)[C:15](=[O:25])[N:14]([CH3:26])[CH:13]=3)[CH:10]=[CH:9][N:8]=1)[N:36]=[CH:35]2)([CH3:40])([CH3:38])[CH3:39]. The yield is 0.490. (2) The reactants are [OH:1][CH2:2][CH2:3][NH:4][S:5]([C:8]1[CH:13]=[CH:12][C:11](B(O)O)=[CH:10][CH:9]=1)(=[O:7])=[O:6].Br[C:18]1[CH:23]=[CH:22][C:21]([O:24][CH2:25][CH:26]2[CH2:31][CH2:30][N:29]([C:32]3[O:36][N:35]=[C:34]([CH:37]([CH3:39])[CH3:38])[N:33]=3)[CH2:28][CH2:27]2)=[CH:20][CH:19]=1.C([O-])([O-])=O.[Na+].[Na+]. The catalyst is Cl[Pd](Cl)([P](C1C=CC=CC=1)(C1C=CC=CC=1)C1C=CC=CC=1)[P](C1C=CC=CC=1)(C1C=CC=CC=1)C1C=CC=CC=1.COCCOC. The product is [OH:1][CH2:2][CH2:3][NH:4][S:5]([C:8]1[CH:13]=[CH:12][C:11]([C:18]2[CH:19]=[CH:20][C:21]([O:24][CH2:25][CH:26]3[CH2:31][CH2:30][N:29]([C:32]4[O:36][N:35]=[C:34]([CH:37]([CH3:39])[CH3:38])[N:33]=4)[CH2:28][CH2:27]3)=[CH:22][CH:23]=2)=[CH:10][CH:9]=1)(=[O:7])=[O:6]. The yield is 0.0200. (3) The reactants are C(=O)([O-])[O-].[K+].[K+].O.[N+](C1C=CC(C([O:17][C@H:18]2[CH2:21][C@H:20]([NH:22][C:23]([O:25][C:26]([CH3:29])([CH3:28])[CH3:27])=[O:24])[CH2:19]2)=O)=CC=1)([O-])=O. The catalyst is CO. The product is [C:26]([O:25][C:23](=[O:24])[NH:22][C@H:20]1[CH2:21][C@H:18]([OH:17])[CH2:19]1)([CH3:29])([CH3:27])[CH3:28]. The yield is 0.462. (4) The reactants are [NH2:1][C@@H:2]([CH2:8][C:9]1[CH:14]=[CH:13][CH:12]=[CH:11][CH:10]=1)[C@H:3]([OH:7])[C:4]([OH:6])=[O:5].[Na+].[Cl-].CCN(CC)CC.Cl[C:25]([C:27]1[C:28]([CH3:37])=[C:29]([O:33][C:34](=[O:36])[CH3:35])[CH:30]=[CH:31][CH:32]=1)=[O:26].Cl.[C:39](OC(=O)C)(=[O:41])[CH3:40].CS(O)(=O)=O. The catalyst is C1COCC1.O. The product is [C:39]([O:7][C@@H:3]([C@@H:2]([NH:1][C:25](=[O:26])[C:27]1[CH:32]=[CH:31][CH:30]=[C:29]([O:33][C:34](=[O:36])[CH3:35])[C:28]=1[CH3:37])[CH2:8][C:9]1[CH:14]=[CH:13][CH:12]=[CH:11][CH:10]=1)[C:4]([OH:6])=[O:5])(=[O:41])[CH3:40]. The yield is 0.745. (5) The reactants are [CH3:1][C:2]1[S:6][C:5]([CH:7]=O)=[CH:4][CH:3]=1.[N+:9]([CH3:12])([O-:11])=[O:10]. No catalyst specified. The product is [CH3:1][C:2]1[S:6][C:5]([CH:7]=[CH:12][N+:9]([O-:11])=[O:10])=[CH:4][CH:3]=1. The yield is 0.760. (6) The reactants are [C:1]12([CH2:11][OH:12])[CH2:10][CH:5]3[CH2:6][CH:7]([CH2:9][CH:3]([CH2:4]3)[CH2:2]1)[CH2:8]2.[H-].[Na+].F[C:16]1[CH:23]=[CH:22][C:19]([C:20]#[N:21])=[CH:18][C:17]=1[Br:24]. The catalyst is O1CCCC1. The product is [C:1]12([CH2:11][O:12][C:16]3[CH:23]=[CH:22][C:19]([C:20]#[N:21])=[CH:18][C:17]=3[Br:24])[CH2:8][CH:7]3[CH2:6][CH:5]([CH2:4][CH:3]([CH2:9]3)[CH2:2]1)[CH2:10]2. The yield is 0.800. (7) The reactants are Br[C:2]1[CH:7]=[C:6]([CH3:8])[C:5]([Br:9])=[CH:4][N:3]=1.[CH:10](B1OB(C=C)OB(C=C)O1)=[CH2:11].C([O-])([O-])=O.[K+].[K+]. The catalyst is COCCOC.O.C1C=CC([P]([Pd]([P](C2C=CC=CC=2)(C2C=CC=CC=2)C2C=CC=CC=2)([P](C2C=CC=CC=2)(C2C=CC=CC=2)C2C=CC=CC=2)[P](C2C=CC=CC=2)(C2C=CC=CC=2)C2C=CC=CC=2)(C2C=CC=CC=2)C2C=CC=CC=2)=CC=1. The product is [Br:9][C:5]1[C:6]([CH3:8])=[CH:7][C:2]([CH:10]=[CH2:11])=[N:3][CH:4]=1. The yield is 0.700. (8) The reactants are [C:1]([O:5][C:6]([N:8]1[CH2:13][CH2:12][N:11]([C:14]2[N:19]=[CH:18][C:17]([C:20]3[CH:25]=[CH:24][C:23](F)=[CH:22][CH:21]=3)=[CH:16][N:15]=2)[CH2:10][CH2:9]1)=[O:7])([CH3:4])([CH3:3])[CH3:2].C(OC(N1CCN(C2N=CC(Br)=CN=2)CC1)=O)(C)(C)C.[F:47][C:48]([F:59])([F:58])C1C=CC(B(O)O)=CC=1. No catalyst specified. The product is [C:1]([O:5][C:6]([N:8]1[CH2:9][CH2:10][N:11]([C:14]2[N:19]=[CH:18][C:17]([C:20]3[CH:25]=[CH:24][C:23]([C:48]([F:59])([F:58])[F:47])=[CH:22][CH:21]=3)=[CH:16][N:15]=2)[CH2:12][CH2:13]1)=[O:7])([CH3:2])([CH3:3])[CH3:4]. The yield is 0.950.